From a dataset of Full USPTO retrosynthesis dataset with 1.9M reactions from patents (1976-2016). Predict the reactants needed to synthesize the given product. (1) Given the product [C:4]1([C:8]#[C:9][C:10]2[CH2:14][C:13]3([CH2:19][CH2:18][C:17](=[O:20])[CH2:16][CH2:15]3)[O:12][N:11]=2)[CH:5]=[CH:6][CH:7]=[CH:2][CH:3]=1, predict the reactants needed to synthesize it. The reactants are: Cl[C:2]1[CH:3]=[C:4]([C:8]#[C:9][C:10]2[CH2:14][C:13]3([CH2:19][CH2:18][C:17](=[O:20])[CH2:16][CH2:15]3)[O:12][N:11]=2)[CH:5]=[CH:6][CH:7]=1.C1(C#CC2CC3(CCC4(OCCO4)CC3)ON=2)C=CC=CC=1. (2) Given the product [F:1][C:2]1[CH:3]=[C:4]([S:15][C:16]2[CH:21]=[CH:20][CH:19]=[CH:18][CH:17]=2)[CH:5]=[C:6]2[C:11]=1[C@H:10]([C:12]([NH2:14])=[O:13])[CH2:9][CH2:8][CH2:7]2, predict the reactants needed to synthesize it. The reactants are: [F:1][C:2]1[CH:3]=[C:4]([S:15][C:16]2[CH:21]=[CH:20][CH:19]=[CH:18][CH:17]=2)[CH:5]=[C:6]2[C:11]=1[C:10]([C:12]([NH2:14])=[O:13])=[CH:9][CH2:8][CH2:7]2. (3) Given the product [F:1][C:2]1[CH:3]=[C:4]2[C:6]([CH2:16][CH2:17][C:18](=[O:19])[NH:5]2)=[CH:7][CH:8]=1, predict the reactants needed to synthesize it. The reactants are: [F:1][C:2]1[CH:3]=[C:4]([CH:6]=[CH:7][CH:8]=1)[NH2:5].N1C=CC=CC=1.Cl[CH2:16][CH2:17][C:18](Cl)=[O:19]. (4) Given the product [CH2:15]([OH:16])[C@H:13]1[O:14][C@H:9]([O:8][C@H:6]2[O:7][C@H:2]([CH2:1][OH:23])[C@@H:3]([OH:22])[C@H:4]([OH:21])[C@H:5]2[OH:20])[C@H:10]([OH:19])[C@@H:11]([OH:18])[C@@H:12]1[OH:17].[C:26]([O-:45])(=[O:44])[CH2:27][CH2:28][CH2:29][CH2:30][CH2:31][CH2:32][CH2:33][CH2:34][CH2:35][CH2:36][CH2:37][CH2:38][CH2:39][CH2:40][CH:41]([CH3:42])[CH3:43], predict the reactants needed to synthesize it. The reactants are: [CH2:1]([OH:23])[C@H:2]1[O:7][C@H:6]([O:8][C@H:9]2[O:14][C@H:13]([CH2:15][OH:16])[C@@H:12]([OH:17])[C@H:11]([OH:18])[C@H:10]2[OH:19])[C@H:5]([OH:20])[C@@H:4]([OH:21])[C@@H:3]1[OH:22].O.O.[C:26]([O:45]C)(=[O:44])[CH2:27][CH2:28][CH2:29][CH2:30][CH2:31][CH2:32][CH2:33][CH2:34][CH2:35][CH2:36][CH2:37][CH2:38][CH2:39][CH2:40][CH:41]([CH3:43])[CH3:42].C(=O)([O-])[O-].[K+].[K+].C([O-])(=O)CCCCCCCCCCCCCCCCC.[Na+]. (5) Given the product [C:17]1([N:13]2[C:14]3[C:9](=[CH:8][C:7]([OH:6])=[CH:16][CH:15]=3)[CH2:10][CH2:11][CH2:12]2)[CH:22]=[CH:21][CH:20]=[CH:19][CH:18]=1, predict the reactants needed to synthesize it. The reactants are: C([Si](C)(C)[O:6][C:7]1[CH:8]=[C:9]2[C:14](=[CH:15][CH:16]=1)[N:13]([C:17]1[CH:22]=[CH:21][CH:20]=[CH:19][CH:18]=1)[CH2:12][CH2:11][CH2:10]2)(C)(C)C.CCCC[N+](CCCC)(CCCC)CCCC.[F-]. (6) Given the product [NH2:1][C:2]1[C:11]([N+:12]([O-:14])=[O:13])=[C:10]([C:18]2[CH:23]=[CH:22][CH:21]=[CH:20][CH:19]=2)[CH:9]=[C:8]([O:16][CH3:17])[C:3]=1[C:4]([O:6][CH3:7])=[O:5], predict the reactants needed to synthesize it. The reactants are: [NH2:1][C:2]1[C:11]([N+:12]([O-:14])=[O:13])=[C:10](Br)[CH:9]=[C:8]([O:16][CH3:17])[C:3]=1[C:4]([O:6][CH3:7])=[O:5].[C:18]1(B(O)O)[CH:23]=[CH:22][CH:21]=[CH:20][CH:19]=1.C(=O)([O-])[O-].[K+].[K+]. (7) Given the product [Cl:36][C:37]1[CH:43]=[CH:42][C:40]([NH:41][C:2]2[CH:7]=[C:6]([NH:8][CH:16]3[CH2:18][CH2:17]3)[N:5]3[N:19]=[CH:20][C:21]([CH:22]=[C:23]4[CH2:27][C:26](=[O:28])[NH:25][C:24]4=[O:29])=[C:4]3[N:3]=2)=[CH:39][CH:38]=1, predict the reactants needed to synthesize it. The reactants are: Cl[C:2]1[CH:7]=[C:6]([N:8]([CH:16]2[CH2:18][CH2:17]2)C(=O)OC(C)(C)C)[N:5]2[N:19]=[CH:20][C:21]([CH:22]=[C:23]3[CH2:27][C:26](=[O:28])[NH:25][C:24]3=[O:29])=[C:4]2[N:3]=1.C(=O)([O-])[O-].[Cs+].[Cs+].[Cl:36][C:37]1[CH:43]=[CH:42][C:40]([NH2:41])=[CH:39][CH:38]=1.C1C=CC(P(C2C(C3C(P(C4C=CC=CC=4)C4C=CC=CC=4)=CC=C4C=3C=CC=C4)=C3C(C=CC=C3)=CC=2)C2C=CC=CC=2)=CC=1.Cl.